This data is from Full USPTO retrosynthesis dataset with 1.9M reactions from patents (1976-2016). The task is: Predict the reactants needed to synthesize the given product. Given the product [OH:1][CH2:2][C@H:3]([NH:12][C:13]([C@H:15]1[CH2:17][C@@H:16]1[C:18]1[S:19][CH:20]=[CH:21][CH:22]=1)=[O:14])[C:4]1[CH:5]=[CH:6][C:7]([OH:10])=[CH:8][CH:9]=1, predict the reactants needed to synthesize it. The reactants are: [OH:1][CH2:2][C@H:3]([NH:12][C:13]([C@H:15]1[CH2:17][C@@H:16]1[C:18]1[S:19][CH:20]=[CH:21][CH:22]=1)=[O:14])[C:4]1[CH:9]=[CH:8][C:7]([O:10]C)=[CH:6][CH:5]=1.B(Br)(Br)Br.C([O-])(O)=O.[Na+].Cl.